Dataset: Catalyst prediction with 721,799 reactions and 888 catalyst types from USPTO. Task: Predict which catalyst facilitates the given reaction. (1) Reactant: [N:1]([O-])=O.[Na+].[NH2:5][C:6]1[C:7]([CH3:17])=[CH:8][C:9]([Cl:16])=[C:10]([CH:15]=1)[C:11]([O:13][CH3:14])=[O:12].[Sn](Cl)Cl. Product: [Cl:16][C:9]1[CH:8]=[C:7]([CH3:17])[C:6]([NH:5][NH2:1])=[CH:15][C:10]=1[C:11]([O:13][CH3:14])=[O:12]. The catalyst class is: 223. (2) Reactant: [Br-].[CH2:2]([O:4][C:5]([CH2:7][N+:8]1[CH:13]=[CH:12][CH:11]=[CH:10][CH:9]=1)=[O:6])[CH3:3].[CH3:14][S:15][C:16](SC)=[CH:17][N+]([O-])=O.C(N(CC)CC)C. Product: [CH3:14][S:15][C:16]1[CH:17]=[C:13]2[N:8]([C:7]=1[C:5]([O:4][CH2:2][CH3:3])=[O:6])[CH:9]=[CH:10][CH:11]=[CH:12]2. The catalyst class is: 8. (3) Reactant: [Mg].II.Cl[CH:5]1[CH2:10][CH2:9][CH2:8][CH2:7][CH2:6]1.[P:11]([O-:19])(OCC)(OCC)=O. Product: [CH:5]1([PH:11](=[O:19])[CH:5]2[CH2:10][CH2:9][CH2:8][CH2:7][CH2:6]2)[CH2:10][CH2:9][CH2:8][CH2:7][CH2:6]1. The catalyst class is: 332.